This data is from Forward reaction prediction with 1.9M reactions from USPTO patents (1976-2016). The task is: Predict the product of the given reaction. The product is: [Cl:17][C:18]1[CH:23]=[CH:22][CH:21]=[CH:20][C:19]=1[C@H:24]([O:26][C:32](=[O:41])[NH:29][C:9]1[C:10]([CH3:13])=[N:11][O:12][C:8]=1[C:5]1[CH:4]=[CH:3][C:2]([Br:1])=[CH:7][CH:6]=1)[CH3:25]. Given the reactants [Br:1][C:2]1[CH:7]=[CH:6][C:5]([C:8]2[O:12][N:11]=[C:10]([CH3:13])[C:9]=2C(O)=O)=[CH:4][CH:3]=1.[Cl:17][C:18]1[CH:23]=[CH:22][CH:21]=[CH:20][C:19]=1[C@H:24]([OH:26])[CH3:25].C([N:29]([CH2:32]C)CC)C.C1(P(N=[N+]=[N-])(C2C=CC=CC=2)=[O:41])C=CC=CC=1, predict the reaction product.